Predict the reactants needed to synthesize the given product. From a dataset of Full USPTO retrosynthesis dataset with 1.9M reactions from patents (1976-2016). (1) Given the product [CH3:1][O:2][C:3]1[N:8]=[CH:7][C:6]([NH:9][C:17](=[O:22])[C:18]([CH3:21])([CH3:20])[CH3:19])=[CH:5][CH:4]=1, predict the reactants needed to synthesize it. The reactants are: [CH3:1][O:2][C:3]1[N:8]=[CH:7][C:6]([NH2:9])=[CH:5][CH:4]=1.C(N(CC)CC)C.[C:17](Cl)(=[O:22])[C:18]([CH3:21])([CH3:20])[CH3:19]. (2) Given the product [CH3:20][O:19][C:9]1[C:10]2[O:18][C:13]3([CH2:17][CH2:16][CH2:15][CH2:14]3)[CH2:12][C:11]=2[C:6](/[CH:5]=[CH:4]/[C:1]([NH:39][C:40]2[CH:45]=[CH:44][N:43]=[CH:42][CH:41]=2)=[O:3])=[CH:7][CH:8]=1, predict the reactants needed to synthesize it. The reactants are: [C:1](/[CH:4]=[CH:5]/[C:6]1[C:11]2[CH2:12][C:13]3([O:18][C:10]=2[C:9]([O:19][CH3:20])=[CH:8][CH:7]=1)[CH2:17][CH2:16][CH2:15][CH2:14]3)([OH:3])=O.C(Cl)Cl.C1(N=C=NC2CCCCC2)CCCCC1.[NH2:39][C:40]1[CH:45]=[CH:44][N:43]=[CH:42][CH:41]=1. (3) Given the product [CH3:35][N:36]([CH3:41])[CH2:37][C:38]([NH:1][C:2]1[CH:3]=[CH:4][C:5]([CH3:34])=[C:6]([NH:8][C:9](=[O:33])[C:10]2[CH:15]=[CH:14][C:13]([NH:16][C:17]3[N:26]=[C:25]([C:27]4[CH:28]=[CH:29][CH:30]=[CH:31][CH:32]=4)[C:24]4[C:19](=[CH:20][CH:21]=[CH:22][CH:23]=4)[N:18]=3)=[CH:12][CH:11]=2)[CH:7]=1)=[O:39], predict the reactants needed to synthesize it. The reactants are: [NH2:1][C:2]1[CH:3]=[CH:4][C:5]([CH3:34])=[C:6]([NH:8][C:9](=[O:33])[C:10]2[CH:15]=[CH:14][C:13]([NH:16][C:17]3[N:26]=[C:25]([C:27]4[CH:32]=[CH:31][CH:30]=[CH:29][CH:28]=4)[C:24]4[C:19](=[CH:20][CH:21]=[CH:22][CH:23]=4)[N:18]=3)=[CH:12][CH:11]=2)[CH:7]=1.[CH3:35][N:36]([CH3:41])[CH2:37][C:38](O)=[O:39].CCN(C(C)C)C(C)C.CN(C(ON1N=NC2C=CC=NC1=2)=[N+](C)C)C.F[P-](F)(F)(F)(F)F.